This data is from Forward reaction prediction with 1.9M reactions from USPTO patents (1976-2016). The task is: Predict the product of the given reaction. (1) Given the reactants [CH3:1][C:2]([CH3:20])([CH3:19])[C:3]([NH:5][C@@H:6]1[CH2:15][C:14]2[CH:13]=[C:12]([C:16]([OH:18])=O)[CH:11]=[CH:10][C:9]=2[CH2:8][CH2:7]1)=[O:4].CN(C=O)C.C(N(CC)C(C)C)(C)C.[O:35]1[CH2:40][CH2:39][CH2:38][CH2:37][CH:36]1[O:41][NH2:42], predict the reaction product. The product is: [CH3:19][C:2]([CH3:1])([CH3:20])[C:3]([NH:5][C@@H:6]1[CH2:15][C:14]2[CH:13]=[C:12]([C:16]([NH:42][O:41][CH:36]3[CH2:37][CH2:38][CH2:39][CH2:40][O:35]3)=[O:18])[CH:11]=[CH:10][C:9]=2[CH2:8][CH2:7]1)=[O:4]. (2) The product is: [C:36]([NH:1][C@@H:2]1[C@@H:6]([CH2:7][O:8][C:9]([C:16]2[CH:21]=[CH:20][CH:19]=[CH:18][CH:17]=2)([C:22]2[CH:23]=[CH:24][CH:25]=[CH:26][CH:27]=2)[C:10]2[CH:15]=[CH:14][CH:13]=[CH:12][CH:11]=2)[O:5][C@@H:4]([N:28]2[CH:35]=[CH:34][C:32](=[O:33])[NH:31][C:29]2=[O:30])[CH2:3]1)(=[O:38])[CH3:37]. Given the reactants [NH2:1][C@@H:2]1[C@@H:6]([CH2:7][O:8][C:9]([C:22]2[CH:27]=[CH:26][CH:25]=[CH:24][CH:23]=2)([C:16]2[CH:21]=[CH:20][CH:19]=[CH:18][CH:17]=2)[C:10]2[CH:15]=[CH:14][CH:13]=[CH:12][CH:11]=2)[O:5][C@@H:4]([N:28]2[CH:35]=[CH:34][C:32](=[O:33])[NH:31][C:29]2=[O:30])[CH2:3]1.[C:36](OC(=O)C)(=[O:38])[CH3:37].C(N(CC)CC)C, predict the reaction product. (3) Given the reactants [NH2:1][C:2]1[CH:3]=[CH:4][C:5]([N:8]2[CH2:13][CH2:12]N(CC3C=CC=CC=3)[C:10](=O)[CH2:9]2)=[N:6][CH:7]=1.ClC1C=CC([N+]([O-])=O)=CN=1.[C:32]1([NH:38][S:39]([CH:42]2CCNCC2)(=[O:41])=[O:40])[CH:37]=[CH:36][CH:35]=[CH:34][CH:33]=1, predict the reaction product. The product is: [C:32]1([NH:38][S:39]([CH:42]2[CH2:10][CH2:9][N:8]([C:5]3[N:6]=[CH:7][C:2]([NH2:1])=[CH:3][CH:4]=3)[CH2:13][CH2:12]2)(=[O:41])=[O:40])[CH:33]=[CH:34][CH:35]=[CH:36][CH:37]=1. (4) Given the reactants [C:1](NC(N)=N)#[N:2].[Cl:7][C:8]1[CH:13]=[CH:12][C:11]([N:14]=[C:15]=[N:16][C:17]2[CH:22]=[CH:21][CH:20]=[C:19]([F:23])[C:18]=2[CH3:24])=[C:10]([O:25][Si](C(C)(C)C)(C)C)[C:9]=1[S:33]([N:36]([CH3:38])[CH3:37])(=[O:35])=[O:34].[N:39]#CN.C(N(CC)C(C)C)(C)C.[F-].[Cs+], predict the reaction product. The product is: [Cl:7][C:8]1[CH:13]=[CH:12][C:11]([N:14]([C:1]#[N:2])[C:15]([NH:16][C:17]2[CH:22]=[CH:21][CH:20]=[C:19]([F:23])[C:18]=2[CH3:24])=[NH:39])=[C:10]([OH:25])[C:9]=1[S:33]([N:36]([CH3:37])[CH3:38])(=[O:35])=[O:34]. (5) Given the reactants [CH3:1][S:2]([C:5]1[CH:10]=[CH:9][C:8]([NH:11][C:12](=[O:20])[CH2:13][CH:14]2[CH2:19][CH2:18][NH:17][CH2:16][CH2:15]2)=[CH:7][CH:6]=1)(=[O:4])=[O:3].Cl[CH2:22][CH2:23][OH:24].[I-].[Na+].CCN(C(C)C)C(C)C, predict the reaction product. The product is: [OH:24][CH2:23][CH2:22][N:17]1[CH2:18][CH2:19][CH:14]([CH2:13][C:12]([NH:11][C:8]2[CH:9]=[CH:10][C:5]([S:2]([CH3:1])(=[O:4])=[O:3])=[CH:6][CH:7]=2)=[O:20])[CH2:15][CH2:16]1. (6) Given the reactants [F:1][C:2]1[CH:14]=[CH:13][C:5]([O:6][C:7]([CH3:12])([CH3:11])[C:8](O)=[O:9])=[CH:4][CH:3]=1.[H-].[H-].[H-].[H-].[Li+].[Al+3], predict the reaction product. The product is: [F:1][C:2]1[CH:14]=[CH:13][C:5]([O:6][C:7]([CH3:11])([CH3:12])[CH2:8][OH:9])=[CH:4][CH:3]=1. (7) Given the reactants F[C:2]1[CH:7]=[CH:6][C:5]([C:8]2[O:9][C:10]3[CH:16]=[CH:15][CH:14]=[CH:13][C:11]=3[N:12]=2)=[CH:4][C:3]=1[N+:17]([O-:19])=[O:18].C(=O)([O-])[O-].[K+].[K+].[CH3:26][S:27][CH2:28][CH2:29][NH2:30].O, predict the reaction product. The product is: [CH3:26][S:27][CH2:28][CH2:29][NH:30][C:2]1[CH:7]=[CH:6][C:5]([C:8]2[O:9][C:10]3[CH:16]=[CH:15][CH:14]=[CH:13][C:11]=3[N:12]=2)=[CH:4][C:3]=1[N+:17]([O-:19])=[O:18]. (8) Given the reactants [C:1]1([S@@:7]([CH2:14][C:15]([O:17][CH2:18][CH3:19])=[O:16])(=[N:9][Si](C)(C)C)=[O:8])[CH:6]=[CH:5][CH:4]=[CH:3][CH:2]=1.[F-].[Cs+], predict the reaction product. The product is: [C:1]1([S@@:7]([CH2:14][C:15]([O:17][CH2:18][CH3:19])=[O:16])(=[NH:9])=[O:8])[CH:2]=[CH:3][CH:4]=[CH:5][CH:6]=1. (9) Given the reactants [CH3:1][O:2][C:3]1[CH:4]=[C:5]([CH:8]=[CH:9][CH:10]=1)[CH2:6]Br.[CH2:11]([O:13][C:14](=[O:39])[C:15]([O:34][CH2:35][CH2:36][CH2:37][CH3:38])([CH3:33])[CH2:16][C:17]1[CH:22]=[CH:21][C:20]([O:23][CH2:24][CH2:25][CH:26]2[CH2:30][NH:29][C:28](=[O:31])[N:27]2[CH3:32])=[CH:19][CH:18]=1)[CH3:12].[H-].[Na+], predict the reaction product. The product is: [CH2:11]([O:13][C:14](=[O:39])[C:15]([O:34][CH2:35][CH2:36][CH2:37][CH3:38])([CH3:33])[CH2:16][C:17]1[CH:18]=[CH:19][C:20]([O:23][CH2:24][CH2:25][CH:26]2[CH2:30][N:29]([CH2:6][C:5]3[CH:8]=[CH:9][CH:10]=[C:3]([O:2][CH3:1])[CH:4]=3)[C:28](=[O:31])[N:27]2[CH3:32])=[CH:21][CH:22]=1)[CH3:12]. (10) The product is: [NH2:1][C:2]1[CH:7]=[CH:6][CH:5]=[CH:4][C:3]=1[NH:8][C:9](=[O:28])[C:10]1[CH:15]=[CH:14][C:13]([CH2:16][N:17]2[CH2:25][C:24]3[C:19](=[CH:20][CH:21]=[CH:22][C:23]=3[C:33]3[CH:34]=[CH:35][C:30]([F:29])=[CH:31][CH:32]=3)[C:18]2=[O:27])=[CH:12][CH:11]=1. Given the reactants [NH2:1][C:2]1[CH:7]=[CH:6][CH:5]=[CH:4][C:3]=1[NH:8][C:9](=[O:28])[C:10]1[CH:15]=[CH:14][C:13]([CH2:16][N:17]2[CH2:25][C:24]3[C:19](=[CH:20][CH:21]=[CH:22][C:23]=3Br)[C:18]2=[O:27])=[CH:12][CH:11]=1.[F:29][C:30]1[CH:35]=[CH:34][C:33](B(O)O)=[CH:32][CH:31]=1, predict the reaction product.